Dataset: Catalyst prediction with 721,799 reactions and 888 catalyst types from USPTO. Task: Predict which catalyst facilitates the given reaction. The catalyst class is: 449. Reactant: [CH3:1][O:2][CH2:3][CH2:4][NH2:5].[Cl:6][C:7]1[N:12]=[C:11](Cl)[CH:10]=[C:9]([CH2:14][O:15][CH2:16][C:17]([F:20])([F:19])[F:18])[N:8]=1. Product: [Cl:6][C:7]1[N:12]=[C:11]([NH:5][CH2:4][CH2:3][O:2][CH3:1])[CH:10]=[C:9]([CH2:14][O:15][CH2:16][C:17]([F:20])([F:18])[F:19])[N:8]=1.